From a dataset of Full USPTO retrosynthesis dataset with 1.9M reactions from patents (1976-2016). Predict the reactants needed to synthesize the given product. (1) Given the product [C:1]([C:4]1[C:5](=[O:11])[NH:6][C:7]([S:10][CH3:14])=[N:8][CH:9]=1)(=[O:3])[CH3:2], predict the reactants needed to synthesize it. The reactants are: [C:1]([C:4]1[C:5](=[O:11])[NH:6][C:7](=[S:10])[NH:8][CH:9]=1)(=[O:3])[CH3:2].[OH-].[Na+].[CH3:14]I.Cl. (2) Given the product [Br:1][C:2]1[CH:30]=[CH:29][C:5]([C:6]([NH:8][C:9]2[CH:14]=[CH:13][C:12]([CH2:15][NH:16][C:17]3[C:26]4[C:21](=[CH:22][C:23]([CH3:27])=[CH:24][CH:25]=4)[N:20]=[C:19]([N:32]([CH3:33])[CH3:31])[N:18]=3)=[CH:11][CH:10]=2)=[O:7])=[CH:4][CH:3]=1, predict the reactants needed to synthesize it. The reactants are: [Br:1][C:2]1[CH:30]=[CH:29][C:5]([C:6]([NH:8][C:9]2[CH:14]=[CH:13][C:12]([CH2:15][NH:16][C:17]3[C:26]4[C:21](=[CH:22][C:23]([CH3:27])=[CH:24][CH:25]=4)[N:20]=[C:19](Cl)[N:18]=3)=[CH:11][CH:10]=2)=[O:7])=[CH:4][CH:3]=1.[CH3:31][NH:32][CH3:33]. (3) Given the product [NH2:1][C:4]1[CH:5]=[N:6][C:7]2[C:12]([C:13]=1[NH:14][NH:15][C:16]([O:18][C:19]([CH3:22])([CH3:21])[CH3:20])=[O:17])=[N:11][CH:10]=[CH:9][CH:8]=2, predict the reactants needed to synthesize it. The reactants are: [N+:1]([C:4]1[CH:5]=[N:6][C:7]2[C:12]([C:13]=1[NH:14][NH:15][C:16]([O:18][C:19]([CH3:22])([CH3:21])[CH3:20])=[O:17])=[N:11][CH:10]=[CH:9][CH:8]=2)([O-])=O. (4) Given the product [C:1]1([CH:7]([C:14]2[C:22]3[C:17](=[CH:18][C:19]([O:23][CH2:25][CH2:26][CH2:27][CH2:28][OH:29])=[CH:20][CH:21]=3)[NH:16][CH:15]=2)[CH2:8][C:9]([O:11][CH2:12][CH3:13])=[O:10])[CH:6]=[CH:5][CH:4]=[CH:3][CH:2]=1, predict the reactants needed to synthesize it. The reactants are: [C:1]1([CH:7]([C:14]2[C:22]3[C:17](=[CH:18][C:19]([OH:23])=[CH:20][CH:21]=3)[NH:16][CH:15]=2)[CH2:8][C:9]([O:11][CH2:12][CH3:13])=[O:10])[CH:6]=[CH:5][CH:4]=[CH:3][CH:2]=1.Br[CH2:25][CH2:26][CH2:27][CH2:28][OH:29].C(=O)([O-])[O-].[K+].[K+]. (5) Given the product [CH:1]([NH:4][C:5](=[O:13])[CH2:6][N:7]1[CH2:12][CH2:11][N:10]([C:15]2[CH:16]=[C:17]([NH:21][C:22]3[S:23][CH:24]=[CH:25][N:26]=3)[N:18]=[CH:19][N:20]=2)[CH2:9][CH2:8]1)([CH3:3])[CH3:2], predict the reactants needed to synthesize it. The reactants are: [CH:1]([NH:4][C:5](=[O:13])[CH2:6][N:7]1[CH2:12][CH2:11][NH:10][CH2:9][CH2:8]1)([CH3:3])[CH3:2].Cl[C:15]1[N:20]=[CH:19][N:18]=[C:17]([NH:21][C:22]2[S:23][CH:24]=[CH:25][N:26]=2)[CH:16]=1.C(N(CC)CC)C.[NH4+].[OH-].